This data is from Blood-brain barrier permeability classification from the B3DB database. The task is: Regression/Classification. Given a drug SMILES string, predict its absorption, distribution, metabolism, or excretion properties. Task type varies by dataset: regression for continuous measurements (e.g., permeability, clearance, half-life) or binary classification for categorical outcomes (e.g., BBB penetration, CYP inhibition). Dataset: b3db_classification. (1) The drug is COc1cc(/C=C2/SC(=O)N(CC(=O)Nc3ccc(F)cc3F)C2=O)ccc1Oc1ccc([N+](=O)[O-])cc1[N+](=O)[O-]. The result is 1 (penetrates BBB). (2) The compound is CC(C)N1CCN(c2ccc(OCC3COC(Cn4cncn4)(c4ccc(Cl)cc4Cl)O3)cc2)CC1. The result is 0 (does not penetrate BBB). (3) The drug is CCN(CCC#N)c1ccccc1. The result is 1 (penetrates BBB). (4) The compound is C[C@]12C[C@H](O)[C@H]3C(C=C(Cl)C4=CC(=O)C=C[C@@]43C)[C@@H]1CC[C@]2(O)C(=O)CO. The result is 1 (penetrates BBB). (5) The drug is NCCc1ccn[nH]1. The result is 0 (does not penetrate BBB). (6) The molecule is NC[C@@H](O)c1cccc(O)c1. The result is 0 (does not penetrate BBB).